Dataset: Full USPTO retrosynthesis dataset with 1.9M reactions from patents (1976-2016). Task: Predict the reactants needed to synthesize the given product. (1) Given the product [ClH:1].[ClH:1].[CH2:3]([N:5]1[CH2:9][CH2:8][C@@H:7]([NH:10][CH3:11])[CH2:6]1)[CH3:4], predict the reactants needed to synthesize it. The reactants are: [ClH:1].Cl.[CH2:3]([N:5]1[CH2:9][CH2:8][C@H:7]([NH:10][CH3:11])[CH2:6]1)[CH3:4].C(N1CC[C@@H](N(C)C(=O)OCC2C=CC=CC=2)C1)C. (2) Given the product [Br:1][C:2]1[N:3]2[N:24]=[C:22]([CH3:23])[N:21]=[C:4]2[C:5]([N:8]2[CH2:13][CH2:12][NH:11][CH2:10][CH2:9]2)=[N:6][CH:7]=1, predict the reactants needed to synthesize it. The reactants are: [Br:1][C:2]1[N:3]=[C:4]([N:21]=[C:22]([NH:24]O)[CH3:23])[C:5]([N:8]2[CH2:13][CH2:12][N:11](C(OC(C)(C)C)=O)[CH2:10][CH2:9]2)=[N:6][CH:7]=1. (3) Given the product [Cl:1][C:2]1[C:7]([C:8]([O:10][CH2:14][CH3:15])=[O:9])=[CH:6][N:5]=[CH:4][CH:3]=1, predict the reactants needed to synthesize it. The reactants are: [Cl:1][C:2]1[C:7]([C:8]([OH:10])=[O:9])=[CH:6][N:5]=[CH:4][CH:3]=1.[OH-].[Na+].I[CH2:14][CH3:15]. (4) Given the product [F:17][C:16]([F:19])([F:18])[S:13]([C:10]1[CH:11]=[CH:12][C:6]2[CH2:5][O:4][CH:3]([CH2:2][NH:23][CH2:20][CH2:21][CH3:22])[O:8][C:7]=2[CH:9]=1)(=[O:15])=[O:14], predict the reactants needed to synthesize it. The reactants are: Br[CH2:2][CH:3]1[O:8][C:7]2[CH:9]=[C:10]([S:13]([C:16]([F:19])([F:18])[F:17])(=[O:15])=[O:14])[CH:11]=[CH:12][C:6]=2[CH2:5][O:4]1.[CH2:20]([NH2:23])[CH2:21][CH3:22].C(=O)([O-])[O-].[K+].[K+]. (5) Given the product [CH3:30][N:10]([CH3:9])[CH2:11][CH2:12][CH:13]([O:19][C:20]1[C:29]2[C:24](=[CH:25][CH:26]=[CH:27][CH:28]=2)[CH:23]=[CH:22][CH:21]=1)[C:14]1[S:15][CH:16]=[CH:17][CH:18]=1, predict the reactants needed to synthesize it. The reactants are: C(O)(=O)/C=C\C(O)=O.[CH3:9][N:10]([CH3:30])[CH2:11][CH2:12][CH:13]([O:19][C:20]1[C:29]2[C:24](=[CH:25][CH:26]=[CH:27][CH:28]=2)[CH:23]=[CH:22][CH:21]=1)[C:14]1[S:15][CH:16]=[CH:17][CH:18]=1.CN(C)CCC(C1SC=CC=1)=O.B.CN(C)CCC(C1SC=CC=1)O. (6) Given the product [OH:8][CH2:9][C:10]12[N:11]([C:27]([O:29][CH:30]([CH3:32])[CH3:33])=[O:28])[CH:12]([CH2:13][CH2:14]1)[CH2:15][O:35][CH2:34]2, predict the reactants needed to synthesize it. The reactants are: [Si]([O:8][CH2:9][C:10]1([CH2:34][O:35][Si](C(C)(C)C)(C)C)[CH2:14][CH2:13][CH:12]([CH2:15]OS(C2C=CC(C)=CC=2)(=O)=O)[N:11]1[C:27]([O:29][C:30]([CH3:33])([CH3:32])C)=[O:28])(C(C)(C)C)(C)C.CCCC[N+](CCCC)(CCCC)CCCC.[F-]. (7) Given the product [NH2:13][C:11]1[CH:10]=[C:5]([CH:4]=[C:3]([N:2]([CH3:1])[S:16]([CH3:19])(=[O:18])=[O:17])[CH:12]=1)[C:6]([O:8][CH3:9])=[O:7], predict the reactants needed to synthesize it. The reactants are: [CH3:1][N:2]([S:16]([CH3:19])(=[O:18])=[O:17])[C:3]1[CH:4]=[C:5]([CH:10]=[C:11]([N+:13]([O-])=O)[CH:12]=1)[C:6]([O:8][CH3:9])=[O:7].CO. (8) Given the product [NH2:1][C:2]1[N:7]=[CH:6][N:5]=[C:4]2[N:8]([CH:12]([C:14]3[C:15]([O:27][CH3:28])=[C:16]([CH:23]4[CH2:24][N:25]([C:37]([NH:36][C:39]([CH3:42])([CH3:41])[CH3:40])=[O:38])[CH2:26]4)[C:17]([C:18]#[N:19])=[C:20]([Cl:22])[CH:21]=3)[CH3:13])[N:9]=[C:10]([CH3:11])[C:3]=12, predict the reactants needed to synthesize it. The reactants are: [NH2:1][C:2]1[N:7]=[CH:6][N:5]=[C:4]2[N:8]([CH:12]([C:14]3[CH:21]=[C:20]([Cl:22])[C:17]([C:18]#[N:19])=[C:16]([CH:23]4[CH2:26][NH:25][CH2:24]4)[C:15]=3[O:27][CH3:28])[CH3:13])[N:9]=[C:10]([CH3:11])[C:3]=12.C(N(CC)CC)C.[N:36]([C:39]([CH3:42])([CH3:41])[CH3:40])=[C:37]=[O:38]. (9) Given the product [C:44]([O:43][C:42](=[O:48])[NH:41][C@H:38]1[CH2:37][CH2:36][C@H:35]([NH:34][C:31]([C:19]2[C:15]3[N:16]=[CH:17][N:18]=[C:13]([C:7]4[CH:8]=[CH:9][C:10]([F:12])=[CH:11][C:6]=4[O:5][CH2:4][CH:1]4[CH2:2][CH2:3]4)[C:14]=3[N:21]([CH2:22][O:23][CH2:24][CH2:25][Si:26]([CH3:29])([CH3:28])[CH3:27])[C:20]=2[CH3:30])=[O:33])[CH2:40][CH2:39]1)([CH3:47])([CH3:45])[CH3:46], predict the reactants needed to synthesize it. The reactants are: [CH:1]1([CH2:4][O:5][C:6]2[CH:11]=[C:10]([F:12])[CH:9]=[CH:8][C:7]=2[C:13]2[C:14]3[N:21]([CH2:22][O:23][CH2:24][CH2:25][Si:26]([CH3:29])([CH3:28])[CH3:27])[C:20]([CH3:30])=[C:19]([C:31]([OH:33])=O)[C:15]=3[N:16]=[CH:17][N:18]=2)[CH2:3][CH2:2]1.[NH2:34][C@H:35]1[CH2:40][CH2:39][C@H:38]([NH:41][C:42](=[O:48])[O:43][C:44]([CH3:47])([CH3:46])[CH3:45])[CH2:37][CH2:36]1. (10) Given the product [ClH:35].[ClH:35].[CH2:32]([N:30]1[CH:31]=[C:27]([NH:26][C:25](=[O:34])[C:21]2[CH:22]=[CH:23][CH:24]=[C:19]([C@@H:17]3[CH2:18][C@H:16]3[NH:8][CH2:7][CH:4]3[CH2:5][CH2:6][O:1][CH2:2][CH2:3]3)[CH:20]=2)[CH:28]=[N:29]1)[CH3:33], predict the reactants needed to synthesize it. The reactants are: [O:1]1[CH2:6][CH2:5][CH:4]([CH2:7][N:8]([C@@H:16]2[CH2:18][C@H:17]2[C:19]2[CH:24]=[CH:23][CH:22]=[C:21]([C:25](=[O:34])[NH:26][C:27]3[CH:28]=[N:29][N:30]([CH2:32][CH3:33])[CH:31]=3)[CH:20]=2)C(=O)OC(C)(C)C)[CH2:3][CH2:2]1.[ClH:35].C(OCC)(=O)C.